Predict the reactants needed to synthesize the given product. From a dataset of Full USPTO retrosynthesis dataset with 1.9M reactions from patents (1976-2016). (1) Given the product [Br:1][C:2]1[CH:3]=[C:4]([CH2:12][O:13][Si:14]([CH:21]([CH3:23])[CH3:22])([CH:18]([CH3:20])[CH3:19])[CH:15]([CH3:17])[CH3:16])[C:5]2[N:6]([N:10]=[CH:9][N:8]=2)[CH:7]=1, predict the reactants needed to synthesize it. The reactants are: [Br:1][C:2]1[CH:3]=[C:4]([CH2:12][O:13][Si:14]([CH:21]([CH3:23])[CH3:22])([CH:18]([CH3:20])[CH3:19])[CH:15]([CH3:17])[CH3:16])[C:5]([NH:8][CH:9]=[N:10]O)=[N:6][CH:7]=1.FC(F)(F)C(OC(=O)C(F)(F)F)=O. (2) Given the product [OH:26][C:27]1([C:30]2[N:35]=[C:34]([C:36]3[NH:57][C:39]4=[N:40][C:41]([N:44]5[CH2:49][CH2:48][CH2:47][C@@H:46]([C:50]([N:52]6[CH2:53][CH2:54][CH2:55][CH2:56]6)=[O:51])[CH2:45]5)=[CH:42][CH:43]=[C:38]4[N:37]=3)[CH:33]=[CH:32][CH:31]=2)[CH2:29][CH2:28]1, predict the reactants needed to synthesize it. The reactants are: [F-].C([N+](CCCC)(CCCC)CCCC)CCC.[Si]([O:26][C:27]1([C:30]2[N:35]=[C:34]([C:36]3[NH:57][C:39]4=[N:40][C:41]([N:44]5[CH2:49][CH2:48][CH2:47][C@@H:46]([C:50]([N:52]6[CH2:56][CH2:55][CH2:54][CH2:53]6)=[O:51])[CH2:45]5)=[CH:42][CH:43]=[C:38]4[N:37]=3)[CH:33]=[CH:32][CH:31]=2)[CH2:29][CH2:28]1)(C(C)(C)C)(C)C. (3) Given the product [Cl:10][C:11]1[C:16]([O:17][C:2]2[N:9]=[CH:8][CH:7]=[CH:6][C:3]=2[C:4]#[N:5])=[CH:15][CH:14]=[CH:13][N:12]=1, predict the reactants needed to synthesize it. The reactants are: F[C:2]1[N:9]=[CH:8][CH:7]=[CH:6][C:3]=1[C:4]#[N:5].[Cl:10][C:11]1[C:16]([OH:17])=[CH:15][CH:14]=[CH:13][N:12]=1. (4) Given the product [C:1]([NH:9][CH2:10][C:11]1[N:12]=[C:13]([N:16]2[CH2:17][CH:18]([OH:20])[CH2:19]2)[S:14][CH:15]=1)(=[O:8])[C:2]1[CH:3]=[CH:4][CH:5]=[CH:6][CH:7]=1, predict the reactants needed to synthesize it. The reactants are: [C:1]([NH:9][CH2:10][C:11]1[N:12]=[C:13]([N:16]2[CH2:19][CH:18]([O:20][Si](C(C)(C)C)(C3C=CC=CC=3)C3C=CC=CC=3)[CH2:17]2)[S:14][CH:15]=1)(=[O:8])[C:2]1[CH:7]=[CH:6][CH:5]=[CH:4][CH:3]=1.[F-].C([N+](CCCC)(CCCC)CCCC)CCC. (5) Given the product [F:18][C:10]1[CH:11]=[C:12]([N+:15]([O-:17])=[O:16])[CH:13]=[CH:14][C:9]=1[O:8][C:6]1[N:5]=[CH:4][N:3]=[C:2]([NH:1][C:22]([N:21]2[CH2:24][CH2:25][CH2:20][CH2:19]2)=[O:28])[CH:7]=1, predict the reactants needed to synthesize it. The reactants are: [NH2:1][C:2]1[CH:7]=[C:6]([O:8][C:9]2[CH:14]=[CH:13][C:12]([N+:15]([O-:17])=[O:16])=[CH:11][C:10]=2[F:18])[N:5]=[CH:4][N:3]=1.[CH2:19]([N:21]([CH2:24][CH3:25])[CH2:22]C)[CH3:20].ClC(OC1C=CC=CC=1)=[O:28].N1CCCC1. (6) The reactants are: [NH2:1][C@@H:2]1[CH2:11][C:10]2[N:9]=[CH:8][C:7]([NH:12][C:13](=[O:22])[C:14]3[C:19]([Cl:20])=[CH:18][CH:17]=[CH:16][C:15]=3[Cl:21])=[CH:6][C:5]=2[N:4]([S:23]([C:26]2[CH:27]=[C:28]([CH3:32])[CH:29]=[CH:30][CH:31]=2)(=[O:25])=[O:24])[CH2:3]1.Cl[C:34]([O:36][CH3:37])=[O:35].C(N(CC)CC)C. Given the product [Cl:21][C:15]1[CH:16]=[CH:17][CH:18]=[C:19]([Cl:20])[C:14]=1[C:13]([NH:12][C:7]1[CH:6]=[C:5]2[C:10]([CH2:11][C@@H:2]([NH:1][C:34](=[O:35])[O:36][CH3:37])[CH2:3][N:4]2[S:23]([C:26]2[CH:27]=[C:28]([CH3:32])[CH:29]=[CH:30][CH:31]=2)(=[O:24])=[O:25])=[N:9][CH:8]=1)=[O:22], predict the reactants needed to synthesize it. (7) Given the product [Cl:1][C:2]1[CH:3]=[C:4]([CH:7]=[C:8]([O:10][C:11]2[C:16](=[O:17])[N:15]([CH2:18][C:19]3[C:20](=[O:25])[NH:21][N:22]=[CH:23][CH:24]=3)[CH:14]=[N:13][C:12]=2[C:27]([F:29])([F:30])[F:28])[CH:9]=1)[C:5]#[N:6], predict the reactants needed to synthesize it. The reactants are: [Cl:1][C:2]1[CH:3]=[C:4]([CH:7]=[C:8]([O:10][C:11]2[C:16](=[O:17])[N:15]([CH2:18][C:19]3[CH:24]=[CH:23][N:22]=[N:21][C:20]=3[O:25]C)[CH:14]=[N:13][C:12]=2[C:27]([F:30])([F:29])[F:28])[CH:9]=1)[C:5]#[N:6].C[Si](Cl)(C)C. (8) Given the product [CH2:1]([O:3][C:4]1[CH:9]=[CH:8][C:7]2[C:10]3[CH:15]=[CH:14][CH:13]=[C:12]([F:16])[C:11]=3[S:17][C:6]=2[C:5]=1[F:26])[CH3:2], predict the reactants needed to synthesize it. The reactants are: [CH2:1]([O:3][C:4]1[CH:9]=[CH:8][C:7]([C:10]2[CH:15]=[CH:14][CH:13]=[C:12]([F:16])[C:11]=2[S:17]CCC(OCC)=O)=[C:6](F)[C:5]=1[F:26])[CH3:2].CC(C)([O-])C.[K+].O. (9) Given the product [Cl:1][C:2]1[CH:3]=[CH:4][C:5]([N+:12]([O-:14])=[O:13])=[C:6]2[C:11]=1[CH2:10][NH:9][CH2:8][CH2:7]2, predict the reactants needed to synthesize it. The reactants are: [Cl:1][C:2]1[CH:3]=[CH:4][C:5]([N+:12]([O-:14])=[O:13])=[C:6]2[C:11]=1[CH:10]=[N:9][CH:8]=[CH:7]2.[BH4-].[Na+].N. (10) The reactants are: [CH:1]1([N:4]([CH:30]2[CH2:32][CH2:31]2)[C:5]([C:7]2[N:27]([CH2:28][CH3:29])[C:10]3=[N:11][C:12]([NH:19]/[C:20](/SC)=[CH:21]/[C:22](=[O:24])[CH3:23])=[C:13]4[N:17]=[CH:16][N:15]([CH3:18])[C:14]4=[C:9]3[CH:8]=2)=[O:6])[CH2:3][CH2:2]1.[NH2:33]O. Given the product [CH:1]1([N:4]([CH:30]2[CH2:32][CH2:31]2)[C:5]([C:7]2[N:27]([CH2:28][CH3:29])[C:10]3=[N:11][C:12]([NH:19][C:20]4[CH:21]=[C:22]([CH3:23])[O:24][N:33]=4)=[C:13]4[N:17]=[CH:16][N:15]([CH3:18])[C:14]4=[C:9]3[CH:8]=2)=[O:6])[CH2:3][CH2:2]1, predict the reactants needed to synthesize it.